From a dataset of Reaction yield outcomes from USPTO patents with 853,638 reactions. Predict the reaction yield, written as a fraction of the theoretical maximum amount of product (1.0 means a 100% yield; for example, 0.34 means a 34% yield). (1) The reactants are C(OC([N:8]([CH2:37][C:38]([O:40]C(C)(C)C)=[O:39])[C:9]1[CH:14]=[CH:13][CH:12]=[C:11]([CH:15]([CH2:26][C:27]2[S:28][C:29]([C:32]([CH2:35][CH3:36])([CH3:34])[CH3:33])=[CH:30][CH:31]=2)[NH:16][S:17]([C:20]2[CH:25]=[CH:24][CH:23]=[CH:22][N:21]=2)(=[O:19])=[O:18])[N:10]=1)=O)(C)(C)C.Cl.O1CCOCC1. The catalyst is C(Cl)Cl. The product is [C:32]([C:29]1[S:28][C:27]([CH2:26][CH:15]([NH:16][S:17]([C:20]2[CH:25]=[CH:24][CH:23]=[CH:22][N:21]=2)(=[O:19])=[O:18])[C:11]2[N:10]=[C:9]([NH:8][CH2:37][C:38]([OH:40])=[O:39])[CH:14]=[CH:13][CH:12]=2)=[CH:31][CH:30]=1)([CH2:35][CH3:36])([CH3:33])[CH3:34]. The yield is 0.850. (2) The reactants are C[O:2][C:3](=[O:33])[CH2:4][C:5]1[CH:10]=[CH:9][C:8]([C:11]2[S:12][C:13]([C:16]3[N:17]([C:25]4[CH:30]=[CH:29][CH:28]=[CH:27][C:26]=4[Cl:31])[N:18]=[C:19]([C:21]([F:24])([F:23])[F:22])[CH:20]=3)=[CH:14][CH:15]=2)=[C:7]([CH3:32])[CH:6]=1.O.[OH-].[Li+].Cl. The product is [Cl:31][C:26]1[CH:27]=[CH:28][CH:29]=[CH:30][C:25]=1[N:17]1[C:16]([C:13]2[S:12][C:11]([C:8]3[CH:9]=[CH:10][C:5]([CH2:4][C:3]([OH:33])=[O:2])=[CH:6][C:7]=3[CH3:32])=[CH:15][CH:14]=2)=[CH:20][C:19]([C:21]([F:24])([F:22])[F:23])=[N:18]1. The catalyst is C1COCC1.O. The yield is 0.550.